Dataset: Reaction yield outcomes from USPTO patents with 853,638 reactions. Task: Predict the reaction yield, written as a fraction of the theoretical maximum amount of product (1.0 means a 100% yield; for example, 0.34 means a 34% yield). (1) The reactants are [OH:1][C:2]1[CH:3]=[C:4]([CH:7]=[CH:8][C:9]=1[OH:10])[CH:5]=[O:6].[CH3:11][O:12][CH2:13][CH2:14][O:15][CH2:16]Cl. No catalyst specified. The product is [CH3:11][O:12][CH2:13][CH2:14][O:15][CH2:16][O:1][C:2]1[CH:3]=[C:4]([CH:7]=[CH:8][C:9]=1[O:10][CH2:11][O:12][CH2:13][CH2:14][O:15][CH3:16])[CH:5]=[O:6]. The yield is 0.890. (2) The reactants are [CH3:1][O:2][C:3]([C:5]1([CH2:10][CH2:11][CH2:12][CH2:13]Br)[CH2:9][CH2:8][CH2:7][CH2:6]1)=[O:4].[CH3:15][S-:16].[Na+].O. The catalyst is CN(C=O)C. The yield is 0.510. The product is [CH3:1][O:2][C:3]([C:5]1([CH2:10][CH2:11][CH2:12][CH2:13][S:16][CH3:15])[CH2:9][CH2:8][CH2:7][CH2:6]1)=[O:4]. (3) The reactants are [CH3:1][NH:2][C:3]([NH2:5])=[S:4].Br.Br[CH:8]([C:19]1[CH:20]=[N:21][CH:22]=[CH:23][CH:24]=1)[C:9]([C:11]1[CH:16]=[CH:15][C:14]([O:17][CH3:18])=[CH:13][CH:12]=1)=O.C(N(CC)CC)C. The catalyst is C(#N)C. The product is [CH3:1][NH:2][C:3]1[S:4][C:8]([C:19]2[CH:20]=[N:21][CH:22]=[CH:23][CH:24]=2)=[C:9]([C:11]2[CH:12]=[CH:13][C:14]([O:17][CH3:18])=[CH:15][CH:16]=2)[N:5]=1. The yield is 0.850. (4) The reactants are Cl[C:2]1[CH:11]=[C:10]2[C:5]([C:6]([C:16]3[CH:21]=[CH:20][C:19]([O:22][CH3:23])=[CH:18][C:17]=3[F:24])=[CH:7][C:8]([C:12]([O:14][CH3:15])=[O:13])=[N:9]2)=[CH:4][CH:3]=1.[CH:25]([B-](F)(F)F)=[CH2:26].[K+].C(=O)([O-])[O-].[Cs+].[Cs+]. The catalyst is O1CCOCC1.CCOC(C)=O.C([O-])(=O)C.[Pd+2].C([O-])(=O)C. The product is [CH:25]([C:2]1[CH:11]=[C:10]2[C:5]([C:6]([C:16]3[CH:21]=[CH:20][C:19]([O:22][CH3:23])=[CH:18][C:17]=3[F:24])=[CH:7][C:8]([C:12]([O:14][CH3:15])=[O:13])=[N:9]2)=[CH:4][CH:3]=1)=[CH2:26]. The yield is 0.712.